From a dataset of NCI-60 drug combinations with 297,098 pairs across 59 cell lines. Regression. Given two drug SMILES strings and cell line genomic features, predict the synergy score measuring deviation from expected non-interaction effect. (1) Drug 1: CN(CCCl)CCCl.Cl. Drug 2: CCC1(C2=C(COC1=O)C(=O)N3CC4=CC5=C(C=CC(=C5CN(C)C)O)N=C4C3=C2)O.Cl. Cell line: HCT116. Synergy scores: CSS=64.6, Synergy_ZIP=6.41, Synergy_Bliss=7.24, Synergy_Loewe=1.84, Synergy_HSA=8.16. (2) Drug 1: C1=C(C(=O)NC(=O)N1)N(CCCl)CCCl. Drug 2: CS(=O)(=O)OCCCCOS(=O)(=O)C. Synergy scores: CSS=4.52, Synergy_ZIP=-0.964, Synergy_Bliss=1.07, Synergy_Loewe=0.146, Synergy_HSA=0.553. Cell line: OVCAR-4. (3) Drug 1: CC1=C2C(C(=O)C3(C(CC4C(C3C(C(C2(C)C)(CC1OC(=O)C(C(C5=CC=CC=C5)NC(=O)OC(C)(C)C)O)O)OC(=O)C6=CC=CC=C6)(CO4)OC(=O)C)OC)C)OC. Drug 2: CC1=CC=C(C=C1)C2=CC(=NN2C3=CC=C(C=C3)S(=O)(=O)N)C(F)(F)F. Cell line: A549. Synergy scores: CSS=66.7, Synergy_ZIP=10.3, Synergy_Bliss=11.0, Synergy_Loewe=-15.2, Synergy_HSA=12.3. (4) Drug 1: COC1=C(C=C2C(=C1)N=CN=C2NC3=CC(=C(C=C3)F)Cl)OCCCN4CCOCC4. Drug 2: C1=CC(=CC=C1CCC2=CNC3=C2C(=O)NC(=N3)N)C(=O)NC(CCC(=O)O)C(=O)O. Cell line: CCRF-CEM. Synergy scores: CSS=43.6, Synergy_ZIP=-0.796, Synergy_Bliss=-4.51, Synergy_Loewe=-9.09, Synergy_HSA=-3.24.